Dataset: Full USPTO retrosynthesis dataset with 1.9M reactions from patents (1976-2016). Task: Predict the reactants needed to synthesize the given product. (1) Given the product [F:64][C:32]([F:31])([F:65])[C:33]1[CH:38]=[CH:37][CH:36]=[CH:35][C:34]=1[NH:39][C:40](=[O:63])[NH:41][C:42]1[CH:43]=[CH:44][C:45]([C:48]2[S:52][C:51]([CH:53]3[CH2:54][CH2:55][CH:56]([C:59]([OH:61])=[O:60])[CH2:57][CH2:58]3)=[N:50][CH:49]=2)=[CH:46][CH:47]=1, predict the reactants needed to synthesize it. The reactants are: FC(F)(F)C1C=C(NC(=O)NC2C=CC(C3SC(CCC(O)=O)=NC=3)=CC=2)C=CC=1.[F:31][C:32]([F:65])([F:64])[C:33]1[CH:38]=[CH:37][CH:36]=[CH:35][C:34]=1[NH:39][C:40](=[O:63])[NH:41][C:42]1[CH:47]=[CH:46][C:45]([C:48]2[S:52][C:51]([CH:53]3[CH2:58][CH2:57][CH:56]([C:59]([O:61]C)=[O:60])[CH2:55][CH2:54]3)=[N:50][CH:49]=2)=[CH:44][CH:43]=1. (2) Given the product [F:1][CH:2]1[CH:7]([O:8][S:24]([CH3:23])(=[O:26])=[O:25])[CH2:6][CH2:5][N:4]([C:9]([O:11][C:12]([CH3:15])([CH3:14])[CH3:13])=[O:10])[CH2:3]1, predict the reactants needed to synthesize it. The reactants are: [F:1][CH:2]1[CH:7]([OH:8])[CH2:6][CH2:5][N:4]([C:9]([O:11][C:12]([CH3:15])([CH3:14])[CH3:13])=[O:10])[CH2:3]1.C(N(CC)CC)C.[CH3:23][S:24](Cl)(=[O:26])=[O:25]. (3) Given the product [Cl:41][C:29]1[CH:28]=[C:27]([NH:26][C:11]2[C:10]3[C:15](=[CH:16][C:17]([O:18][CH:19]4[CH2:23][CH2:22][O:21][CH2:20]4)=[C:8]([NH:7][C:5](=[O:6])/[CH:4]=[CH:3]/[CH2:2][N:46]([CH3:47])[CH3:45])[CH:9]=3)[N:14]=[CH:13][C:12]=2[C:24]#[N:25])[CH:32]=[CH:31][C:30]=1[O:33][CH2:34][C:35]1[CH:40]=[CH:39][CH:38]=[CH:37][N:36]=1, predict the reactants needed to synthesize it. The reactants are: Br[CH2:2]/[CH:3]=[CH:4]/[C:5]([NH:7][C:8]1[CH:9]=[C:10]2[C:15](=[CH:16][C:17]=1[O:18][CH:19]1[CH2:23][CH2:22][O:21][CH2:20]1)[N:14]=[CH:13][C:12]([C:24]#[N:25])=[C:11]2[NH:26][C:27]1[CH:32]=[CH:31][C:30]([O:33][CH2:34][C:35]2[CH:40]=[CH:39][CH:38]=[CH:37][N:36]=2)=[C:29]([Cl:41])[CH:28]=1)=[O:6].[Na+].[I-].Cl.[CH3:45][NH:46][CH3:47].C(=O)([O-])[O-].[K+].[K+].C([O-])(O)=O.[Na+]. (4) Given the product [CH3:1][O:2][C:3]1[CH:35]=[C:34]([O:36][CH3:37])[CH:33]=[CH:32][C:4]=1[CH2:5][N:6]1[C:26]2[C:15]3=[CH:16][C:17]4[CH:18]=[C:19]([CH:24]=[O:25])[N:20]([CH3:23])[C:21]=4[CH:22]=[C:14]3[CH2:13][CH2:12][CH2:11][C:10]=2[C:9]([OH:27])=[C:8]([C:28]([OH:30])=[O:29])[C:7]1=[O:31], predict the reactants needed to synthesize it. The reactants are: [CH3:1][O:2][C:3]1[CH:35]=[C:34]([O:36][CH3:37])[CH:33]=[CH:32][C:4]=1[CH2:5][N:6]1[C:26]2[C:15]3=[CH:16][C:17]4[CH:18]=[C:19]([CH2:24][OH:25])[N:20]([CH3:23])[C:21]=4[CH:22]=[C:14]3[CH2:13][CH2:12][CH2:11][C:10]=2[C:9]([OH:27])=[C:8]([C:28]([OH:30])=[O:29])[C:7]1=[O:31]. (5) The reactants are: [Cl:1][C:2]1[CH:7]=[C:6]([Cl:8])[CH:5]=[CH:4][C:3]=1[CH2:9][CH2:10][O:11][C:12]1[CH:13]=[C:14]([CH:18]=[CH:19][C:20]=1[O:21][CH3:22])[C:15]([OH:17])=O.[N:23]1[CH:28]=[CH:27][C:26]([N:29]2[CH2:34][CH2:33][NH:32][CH2:31][CH2:30]2)=[CH:25][CH:24]=1.[B-](F)(F)(F)F.CCOC(C(C#N)=NOC(N(C)C)=[N+](C)C)=O. Given the product [Cl:1][C:2]1[CH:7]=[C:6]([Cl:8])[CH:5]=[CH:4][C:3]=1[CH2:9][CH2:10][O:11][C:12]1[CH:13]=[C:14]([C:15]([N:32]2[CH2:33][CH2:34][N:29]([C:26]3[CH:27]=[CH:28][N:23]=[CH:24][CH:25]=3)[CH2:30][CH2:31]2)=[O:17])[CH:18]=[CH:19][C:20]=1[O:21][CH3:22], predict the reactants needed to synthesize it. (6) Given the product [CH3:32][C:23]1[CH:24]=[C:25]([NH:29][C:30]([N:17]2[CH2:18][CH2:19][N:14]([C:11]3[N:12]=[CH:13][C:8]4[C:6](=[O:7])[C:5]([C:20]([OH:22])=[O:21])=[CH:4][N:3]([CH2:2][CH3:1])[C:9]=4[N:10]=3)[CH2:15][CH2:16]2)=[S:31])[CH:26]=[CH:27][CH:28]=1, predict the reactants needed to synthesize it. The reactants are: [CH3:1][CH2:2][N:3]1[C:9]2[N:10]=[C:11]([N:14]3[CH2:19][CH2:18][NH:17][CH2:16][CH2:15]3)[N:12]=[CH:13][C:8]=2[C:6](=[O:7])[C:5]([C:20]([OH:22])=[O:21])=[CH:4]1.[C:23]1([CH3:32])[CH:28]=[CH:27][CH:26]=[C:25]([N:29]=[C:30]=[S:31])[CH:24]=1. (7) The reactants are: O[C:2]1([C:8]2([OH:18])[CH2:17][CH2:16][C:11]3([O:15][CH2:14][CH2:13][O:12]3)[CH2:10][CH2:9]2)[CH2:7][CH2:6][CH2:5][CH2:4][CH2:3]1.I[CH3:20].[H-].[Na+].O.CN(C)[CH:26]=[O:27]. Given the product [CH3:20][O:18][C:8]1([C:2]2([O:27][CH3:26])[CH2:7][CH2:6][CH2:5][CH2:4][CH2:3]2)[CH2:17][CH2:16][C:11]2([O:15][CH2:14][CH2:13][O:12]2)[CH2:10][CH2:9]1, predict the reactants needed to synthesize it. (8) Given the product [F:1][C:2]1[CH:7]=[CH:6][CH:5]=[CH:4][C:3]=1[NH:8][C:9](=[O:34])[NH:10][C:11]1[CH:16]=[CH:15][C:14]([C:17]2[CH:21]=[C:20]([C:22]([N:24]([C@@H:26]([CH:31]([CH3:32])[CH3:33])[C:27]([OH:29])=[O:28])[CH3:25])=[O:23])[O:19][N:18]=2)=[CH:13][CH:12]=1, predict the reactants needed to synthesize it. The reactants are: [F:1][C:2]1[CH:7]=[CH:6][CH:5]=[CH:4][C:3]=1[NH:8][C:9](=[O:34])[NH:10][C:11]1[CH:16]=[CH:15][C:14]([C:17]2[CH:21]=[C:20]([C:22]([N:24]([C@@H:26]([CH:31]([CH3:33])[CH3:32])[C:27]([O:29]C)=[O:28])[CH3:25])=[O:23])[O:19][N:18]=2)=[CH:13][CH:12]=1.O.O.[OH-].[Li+].Cl. (9) Given the product [C:1]1([N:7]2[CH:11]=[C:10]([C:12]([OH:14])=[O:13])[C:9]([C:17]([F:19])([F:20])[F:18])=[N:8]2)[CH:2]=[CH:3][CH:4]=[CH:5][CH:6]=1, predict the reactants needed to synthesize it. The reactants are: [C:1]1([N:7]2[CH:11]=[C:10]([C:12]([O:14]CC)=[O:13])[C:9]([C:17]([F:20])([F:19])[F:18])=[N:8]2)[CH:6]=[CH:5][CH:4]=[CH:3][CH:2]=1.[OH-].[Na+].